Dataset: Reaction yield outcomes from USPTO patents with 853,638 reactions. Task: Predict the reaction yield, written as a fraction of the theoretical maximum amount of product (1.0 means a 100% yield; for example, 0.34 means a 34% yield). (1) The reactants are [CH2:1]([O:3][C:4]([C:6]1[C:10]([CH3:11])=[CH:9][S:8][C:7]=1[NH2:12])=[O:5])[CH3:2].[C:13](O[C:13]([O:15][C:16]([CH3:19])([CH3:18])[CH3:17])=[O:14])([O:15][C:16]([CH3:19])([CH3:18])[CH3:17])=[O:14]. The catalyst is ClCCl.CN(C)C1C=CN=CC=1. The product is [CH2:1]([O:3][C:4]([C:6]1[C:10]([CH3:11])=[CH:9][S:8][C:7]=1[NH:12][C:13]([O:15][C:16]([CH3:19])([CH3:18])[CH3:17])=[O:14])=[O:5])[CH3:2]. The yield is 0.490. (2) The reactants are [C:1]1([CH2:7][CH2:8][CH2:9][C:10]([OH:12])=O)[CH:6]=[CH:5][CH:4]=[CH:3][CH:2]=1.CCN(CC)CC.CN(C(ON1N=NC2C=CC=CC1=2)=[N+](C)C)C.[B-](F)(F)(F)F.C([O-])(=O)C.[O:46]=[C:47]1[C@@H:50]([NH3+:51])[CH2:49][NH:48]1. The catalyst is C(Cl)Cl. The product is [C:1]1([CH2:7][CH2:8][CH2:9][C:10]([NH:51][C@H:50]2[CH2:49][NH:48][C:47]2=[O:46])=[O:12])[CH:2]=[CH:3][CH:4]=[CH:5][CH:6]=1. The yield is 0.340. (3) The reactants are C(P(CCCC)CCCC)CCC.N(C(N1CCCCC1)=O)=NC(N1CCCCC1)=O.[F:32][C:33]1[CH:51]=[CH:50][CH:49]=[CH:48][C:34]=1[O:35][C:36]1[CH:37]=[CH:38][C:39]2[N:43]=[C:42]([CH2:44][OH:45])[N:41]([CH3:46])[C:40]=2[CH:47]=1.O[C:53]1[CH:54]=[C:55]([CH:60]=[CH:61][CH:62]=1)[C:56]([O:58][CH3:59])=[O:57]. The catalyst is ClCCl. The product is [F:32][C:33]1[CH:51]=[CH:50][CH:49]=[CH:48][C:34]=1[O:35][C:36]1[CH:37]=[CH:38][C:39]2[N:43]=[C:42]([CH2:44][O:45][C:53]3[CH:54]=[C:55]([CH:60]=[CH:61][CH:62]=3)[C:56]([O:58][CH3:59])=[O:57])[N:41]([CH3:46])[C:40]=2[CH:47]=1. The yield is 0.580.